Dataset: Full USPTO retrosynthesis dataset with 1.9M reactions from patents (1976-2016). Task: Predict the reactants needed to synthesize the given product. (1) Given the product [Cl:16][C:17]1[CH:24]=[CH:23][C:20]([CH2:21][O:1][CH2:2][C:3]2[N:8]=[C:7]([NH:9][C:10](=[O:15])[C:11]([CH3:12])([CH3:14])[CH3:13])[CH:6]=[CH:5][CH:4]=2)=[CH:19][CH:18]=1, predict the reactants needed to synthesize it. The reactants are: [OH:1][CH2:2][C:3]1[N:8]=[C:7]([NH:9][C:10](=[O:15])[C:11]([CH3:14])([CH3:13])[CH3:12])[CH:6]=[CH:5][CH:4]=1.[Cl:16][C:17]1[CH:24]=[CH:23][C:20]([CH2:21]Br)=[CH:19][CH:18]=1. (2) Given the product [CH2:19]([O:18][C:12]1[CH:13]=[CH:14][CH:15]=[C:16]([F:17])[C:11]=1[CH:2]1[N:1]([CH2:31][C:22]2[CH:23]=[CH:24][C:25]3[C:30](=[CH:29][CH:28]=[CH:27][CH:26]=3)[N:21]=2)[C:5](=[O:7])[CH:4]([CH3:10])[CH2:3]1)[CH3:20], predict the reactants needed to synthesize it. The reactants are: [NH2:1][CH:2]([C:11]1[C:16]([F:17])=[CH:15][CH:14]=[CH:13][C:12]=1[O:18][CH2:19][CH3:20])[CH2:3][CH:4]([CH3:10])[C:5]([O:7]CC)=O.[N:21]1[C:30]2[C:25](=[CH:26][CH:27]=[CH:28][CH:29]=2)[CH:24]=[CH:23][C:22]=1[CH:31]=O. (3) Given the product [CH2:23]([S:25][C:4]1[CH:8]=[CH:7][S:6][C:5]=1[C:9]1[O:10][C:11]2[CH:17]=[CH:16][C:15]([S:18][C:19]([F:22])([F:21])[F:20])=[CH:14][C:12]=2[N:13]=1)[CH3:24], predict the reactants needed to synthesize it. The reactants are: [H-].[Na+].Br[C:4]1[CH:8]=[CH:7][S:6][C:5]=1[C:9]1[O:10][C:11]2[CH:17]=[CH:16][C:15]([S:18][C:19]([F:22])([F:21])[F:20])=[CH:14][C:12]=2[N:13]=1.[CH2:23]([SH:25])[CH3:24].O. (4) Given the product [C:1]([O:20][CH2:21][CH2:22][CH2:23][CH2:24][O:25][CH2:26][CH2:27][O:28][S:29]([C:32]1[CH:38]=[CH:37][C:35]([CH3:36])=[CH:34][CH:33]=1)(=[O:31])=[O:30])([C:8]1[CH:13]=[CH:12][CH:11]=[CH:10][CH:9]=1)([C:14]1[CH:15]=[CH:16][CH:17]=[CH:18][CH:19]=1)[C:2]1[CH:3]=[CH:4][CH:5]=[CH:6][CH:7]=1, predict the reactants needed to synthesize it. The reactants are: [C:1]([O:20][CH2:21][CH2:22][CH2:23][CH2:24][O:25][CH2:26][CH2:27][OH:28])([C:14]1[CH:19]=[CH:18][CH:17]=[CH:16][CH:15]=1)([C:8]1[CH:13]=[CH:12][CH:11]=[CH:10][CH:9]=1)[C:2]1[CH:7]=[CH:6][CH:5]=[CH:4][CH:3]=1.[S:29](Cl)([C:32]1[CH:38]=[CH:37][C:35]([CH3:36])=[CH:34][CH:33]=1)(=[O:31])=[O:30]. (5) Given the product [F:25][C:24]([F:27])([F:26])[C:22]([OH:28])=[O:23].[F:1][C@@H:2]1[C@@H:7]([C:8]2[CH:13]=[CH:12][C:11]([OH:14])=[CH:10][CH:9]=2)[CH2:6][CH2:5][NH:4][CH2:3]1, predict the reactants needed to synthesize it. The reactants are: [F:1][C@@H:2]1[C@@H:7]([C:8]2[CH:13]=[CH:12][C:11]([OH:14])=[CH:10][CH:9]=2)[CH2:6][CH2:5][N:4](C(OC(C)(C)C)=O)[CH2:3]1.[C:22]([OH:28])([C:24]([F:27])([F:26])[F:25])=[O:23].